Dataset: Full USPTO retrosynthesis dataset with 1.9M reactions from patents (1976-2016). Task: Predict the reactants needed to synthesize the given product. (1) Given the product [CH2:1]([O:3][C:4]([N:6]1[CH2:7][CH2:8][N:9]([C:12](=[O:39])[C@@H:13]([NH:38][S:44]([C:48]2[C:52]([CH:25]([CH3:26])[CH3:35])=[CH:24][C:23]([CH:33]([CH3:27])[CH3:34])=[CH:50][C:49]=2[CH:13]([CH3:14])[CH3:12])(=[O:47])=[O:43])[CH2:14][CH2:15][CH2:16][NH:17]/[C:18](/[NH2:37])=[N:19]/[S:20]([C:23]2[C:24]([CH3:36])=[C:25]([CH3:35])[C:26]3[O:30][C:29]([CH3:31])([CH3:32])[CH2:28][C:27]=3[C:33]=2[CH3:34])(=[O:22])=[O:21])[CH2:10][CH2:11]1)=[O:5])[CH3:2], predict the reactants needed to synthesize it. The reactants are: [CH2:1]([O:3][C:4]([N:6]1[CH2:11][CH2:10][N:9]([C:12](=[O:39])[C@@H:13]([NH2:38])[CH2:14][CH2:15][CH2:16][NH:17]/[C:18](/[NH2:37])=[N:19]/[S:20]([C:23]2[C:24]([CH3:36])=[C:25]([CH3:35])[C:26]3[O:30][C:29]([CH3:32])([CH3:31])[CH2:28][C:27]=3[C:33]=2[CH3:34])(=[O:22])=[O:21])[CH2:8][CH2:7]1)=[O:5])[CH3:2].[OH-].[Na+].[Cl-].[OH:43][S:44]([OH:47])(=O)=O.[CH2:48]1[CH2:52]O[CH2:50][CH2:49]1. (2) The reactants are: [C:1]([O:12][CH3:13])(=[O:11])[C:2]1[CH:10]=[CH:9][C:7]([OH:8])=[C:4]([O:5][CH3:6])[CH:3]=1.Br[CH2:15][CH3:16].C([O-])([O-])=O.[K+].[K+]. Given the product [CH2:15]([O:8][C:7]1[CH:9]=[CH:10][C:2]([C:1]([O:12][CH3:13])=[O:11])=[CH:3][C:4]=1[O:5][CH3:6])[CH3:16], predict the reactants needed to synthesize it. (3) Given the product [OH:12][C@@H:13]([C@H:17]([OH:18])[CH2:16][S:9][C:5]1[CH:6]=[CH:7][CH:8]=[C:3]([C:2]([F:1])([F:10])[F:11])[CH:4]=1)[C:14]([OH:19])=[O:15], predict the reactants needed to synthesize it. The reactants are: [F:1][C:2]([F:11])([F:10])[C:3]1[CH:4]=[C:5]([SH:9])[CH:6]=[CH:7][CH:8]=1.[OH:12][C@H:13]1[C@H:17]([OH:18])[CH2:16][O:15][C:14]1=[O:19].C(=O)([O-])[O-].[K+].[K+].CCOC(C)=O. (4) Given the product [Br:27][C:12]1[C:11]2[C:15](=[CH:16][CH:17]=[C:9]([C:3]3[C:4]([F:8])=[CH:5][CH:6]=[CH:7][C:2]=3[F:1])[CH:10]=2)[NH:14][N:13]=1, predict the reactants needed to synthesize it. The reactants are: [F:1][C:2]1[CH:7]=[CH:6][CH:5]=[C:4]([F:8])[C:3]=1[C:9]1[CH:10]=[C:11]2[C:15](=[CH:16][CH:17]=1)[NH:14][N:13]=[CH:12]2.[OH-].[K+].C1C(=O)N([Br:27])C(=O)C1.O. (5) Given the product [C:1]([C:3]1[CH:8]=[CH:7][C:6]([C:9]2[C:10]([C:11]([O:13][CH2:14][CH3:15])=[O:12])=[CH:71][CH:72]=[C:67]([NH:66][CH2:65][CH2:64][NH:63][C:61]3[CH:60]=[CH:59][C:58]([N+:86]([O-:88])=[O:87])=[CH:57][N:62]=3)[N:68]=2)=[CH:5][CH:4]=1)#[N:2], predict the reactants needed to synthesize it. The reactants are: [C:1]([C:3]1[CH:8]=[CH:7][C:6]([C:9](=O)[CH2:10][C:11]([O:13][CH2:14][CH3:15])=[O:12])=[CH:5][CH:4]=1)#[N:2].C(C1C(=O)C(Cl)=C(Cl)C(=O)C=1C#N)#N.ClC1C=CC=CN=1.ClC1N=C(C2C=CC=CC=2)C(C(OCC)=O)=CC=1.N[C:57]1[N:62]=[C:61]([NH:63][CH2:64][CH2:65][NH:66][C:67]2[CH:72]=[CH:71]C(C3NC=CN=3)=C(C3C=CC(Cl)=CC=3Cl)[N:68]=2)[CH:60]=[CH:59][C:58]=1[N+:86]([O-:88])=[O:87].